From a dataset of Catalyst prediction with 721,799 reactions and 888 catalyst types from USPTO. Predict which catalyst facilitates the given reaction. (1) Reactant: [CH:1]1([N:7]2[CH2:11][CH2:10][CH:9]([CH:12]([C:14]3[C:19]([O:20][CH3:21])=[CH:18][C:17]([Cl:22])=[CH:16][C:15]=3[Cl:23])O)[C:8]2=[O:24])[CH2:6][CH2:5][CH2:4][CH2:3][CH2:2]1.C([SiH](CC)CC)C. The catalyst class is: 55. Product: [CH:1]1([N:7]2[CH2:11][CH2:10][CH:9]([CH2:12][C:14]3[C:19]([O:20][CH3:21])=[CH:18][C:17]([Cl:22])=[CH:16][C:15]=3[Cl:23])[C:8]2=[O:24])[CH2:2][CH2:3][CH2:4][CH2:5][CH2:6]1. (2) Reactant: [CH3:1][N:2]1[C:10]2[C:5](=[CH:6][C:7]([C:11]3[CH:16]=[CH:15][C:14]([S:17]([N:20]4[CH:24]=[CH:23][C:22](/[CH:25]=[CH:26]/[C:27]([NH:29][O:30]C5CCCCO5)=[O:28])=[CH:21]4)(=[O:19])=[O:18])=[CH:13][CH:12]=3)=[CH:8][CH:9]=2)[CH:4]=[CH:3]1.Cl. Product: [OH:30][NH:29][C:27](=[O:28])/[CH:26]=[CH:25]/[C:22]1[CH:23]=[CH:24][N:20]([S:17]([C:14]2[CH:13]=[CH:12][C:11]([C:7]3[CH:6]=[C:5]4[C:10](=[CH:9][CH:8]=3)[N:2]([CH3:1])[CH:3]=[CH:4]4)=[CH:16][CH:15]=2)(=[O:19])=[O:18])[CH:21]=1. The catalyst class is: 5. (3) Reactant: Cl[C:2]1[CH:7]=[CH:6][C:5]([N+:8]([O-:10])=[O:9])=[CH:4][N:3]=1.[CH3:11][C@H:12]1[CH2:17][O:16][CH2:15][CH2:14][NH:13]1. Product: [CH3:11][C@H:12]1[CH2:17][O:16][CH2:15][CH2:14][N:13]1[C:2]1[CH:7]=[CH:6][C:5]([N+:8]([O-:10])=[O:9])=[CH:4][N:3]=1. The catalyst class is: 5. (4) Reactant: Cl.[NH2:2][C@@H:3]([CH2:19][C:20]1[CH:25]=[CH:24][CH:23]=[CH:22][CH:21]=1)[C:4]([N:6]1[CH2:11][CH2:10][N:9]([CH2:12][C:13]2[CH:18]=[CH:17][CH:16]=[CH:15][CH:14]=2)[CH2:8][CH2:7]1)=[O:5].CCN(C(C)C)C(C)C.[CH2:35]([O:39][C:40]1[CH:47]=[CH:46][C:43]([CH:44]=O)=[CH:42][CH:41]=1)[CH2:36][CH2:37][CH3:38].[BH4-].[Na+]. Product: [CH2:12]([N:9]1[CH2:10][CH2:11][N:6]([C:4](=[O:5])[C@@H:3]([NH:2][CH2:44][C:43]2[CH:46]=[CH:47][C:40]([O:39][CH2:35][CH2:36][CH2:37][CH3:38])=[CH:41][CH:42]=2)[CH2:19][C:20]2[CH:25]=[CH:24][CH:23]=[CH:22][CH:21]=2)[CH2:7][CH2:8]1)[C:13]1[CH:18]=[CH:17][CH:16]=[CH:15][CH:14]=1. The catalyst class is: 24. (5) The catalyst class is: 8. Reactant: [CH3:1][O:2][C:3]1[CH:4]=[C:5]([NH:15][C:16]2[N:21]=[C:20]([C:22](=[O:24])[CH3:23])[CH:19]=[C:18]([CH2:25][O:26][CH2:27][C:28]([F:31])([F:30])[F:29])[N:17]=2)[CH:6]=[CH:7][C:8]=1[N:9]1[CH:13]=[C:12]([CH3:14])[N:11]=[CH:10]1.[BH4-].[Na+].CC(C)=O. Product: [CH3:1][O:2][C:3]1[CH:4]=[C:5]([NH:15][C:16]2[N:21]=[C:20]([CH:22]([OH:24])[CH3:23])[CH:19]=[C:18]([CH2:25][O:26][CH2:27][C:28]([F:29])([F:30])[F:31])[N:17]=2)[CH:6]=[CH:7][C:8]=1[N:9]1[CH:13]=[C:12]([CH3:14])[N:11]=[CH:10]1. (6) Reactant: [CH3:1][C@H:2]1[NH:7][CH2:6][CH2:5][N:4]([C:8]2[CH:13]=[CH:12][CH:11]=[CH:10][N:9]=2)[CH2:3]1.Cl[CH2:15][C:16]1[NH:20][C:19]2[CH:21]=[CH:22][CH:23]=[CH:24][C:18]=2[N:17]=1.C(=O)([O-])[O-].[Cs+].[Cs+]. Product: [CH3:1][C@@H:2]1[CH2:3][N:4]([C:8]2[CH:13]=[CH:12][CH:11]=[CH:10][N:9]=2)[CH2:5][CH2:6][N:7]1[CH2:15][C:16]1[NH:20][C:19]2[CH:21]=[CH:22][CH:23]=[CH:24][C:18]=2[N:17]=1. The catalyst class is: 9. (7) Reactant: [CH3:1][C:2]([CH3:59])([CH2:10][C:11]([O:13][C@H:14]1[CH2:31][CH2:30][C@@:29]2([CH3:32])[C@@H:16]([CH2:17][CH2:18][C@:19]3([CH3:56])[C@@H:28]2[CH2:27][CH2:26][C@H:25]2[C@@:20]3([CH3:55])[CH2:21][CH2:22][C@@:23]3(/[CH:40]=[CH:41]/[C:42]([NH:44][C:45]4([C:48]5[CH:53]=[CH:52][C:51]([Cl:54])=[CH:50][CH:49]=5)[CH2:47][CH2:46]4)=[O:43])[CH2:35][C:34](=[O:36])[C:33]([CH:37]([CH3:39])[CH3:38])=[C:24]32)[C:15]1([CH3:58])[CH3:57])=[O:12])[C:3]([O:5]C(C)(C)C)=[O:4].[C:60]([OH:66])([C:62]([F:65])([F:64])[F:63])=[O:61].CC#N. Product: [C:60]([OH:66])([C:62]([F:65])([F:64])[F:63])=[O:61].[OH2:4].[Cl:54][C:51]1[CH:50]=[CH:49][C:48]([C:45]2([NH:44][C:42](=[O:43])/[CH:41]=[CH:40]/[C@:23]34[CH2:35][C:34](=[O:36])[C:33]([CH:37]([CH3:38])[CH3:39])=[C:24]3[C@@H:25]3[C@@:20]([CH3:55])([CH2:21][CH2:22]4)[C@@:19]4([CH3:56])[C@@H:28]([C@:29]5([CH3:32])[C@@H:16]([CH2:17][CH2:18]4)[C:15]([CH3:58])([CH3:57])[C@@H:14]([O:13][C:11](=[O:12])[CH2:10][C:2]([CH3:1])([CH3:59])[C:3]([OH:5])=[O:4])[CH2:31][CH2:30]5)[CH2:27][CH2:26]3)[CH2:47][CH2:46]2)=[CH:53][CH:52]=1. The catalyst class is: 4. (8) Reactant: [F:1][C:2]1[C:3]([C:14]2[N:18]([CH3:19])[C:17]3[CH:20]=[CH:21][CH:22]=[CH:23][C:16]=3[N:15]=2)=[CH:4][C:5]([N:8]2[CH2:13][CH2:12][NH:11][CH2:10][CH2:9]2)=[N:6][CH:7]=1.CCN(CC)CC.[CH3:31][S:32](Cl)(=[O:34])=[O:33].CO. Product: [F:1][C:2]1[C:3]([C:14]2[N:18]([CH3:19])[C:17]3[CH:20]=[CH:21][CH:22]=[CH:23][C:16]=3[N:15]=2)=[CH:4][C:5]([N:8]2[CH2:9][CH2:10][N:11]([S:32]([CH3:31])(=[O:34])=[O:33])[CH2:12][CH2:13]2)=[N:6][CH:7]=1. The catalyst class is: 2. (9) Reactant: Cl[C:2]([C@:4]12[CH2:39][CH2:38][C@@H:37]([C:40]([CH2:42][O:43][CH2:44][CH2:45][N:46]3[CH2:51][CH2:50][O:49][CH2:48][CH2:47]3)=[CH2:41])[C@@H:5]1[C@@H:6]1[C@@:19]([CH3:22])([CH2:20][CH2:21]2)[C@@:18]2([CH3:23])[C@@H:9]([C@:10]3([CH3:36])[C@@H:15]([CH2:16][CH2:17]2)[C:14]([CH3:25])([CH3:24])[C:13]([C:26]2[CH:35]=[CH:34][C:29]([C:30]([O:32][CH3:33])=[O:31])=[CH:28][CH:27]=2)=[CH:12][CH2:11]3)[CH2:8][CH2:7]1)=[O:3].C(OC(=O)CCNC([C@]12CC[C@@H](C(COCCN3CCOCC3)=C)[C@@H]1[C@@H]1[C@@](C)(CC2)[C@@]2(C)[C@@H]([C@]3(C)[C@@H](CC2)C(C)(C)C(C2C=CC(C(OC)=O)=CC=2)=CC3)CC1)=O)C.[NH2:110][CH2:111][CH2:112][NH:113][CH2:114][CH2:115][OH:116].C(N(C(C)C)CC)(C)C. Product: [OH:116][CH2:115][CH2:114][NH:113][CH2:112][CH2:111][NH:110][C:2]([C@:4]12[CH2:39][CH2:38][C@@H:37]([C:40]([CH2:42][O:43][CH2:44][CH2:45][N:46]3[CH2:51][CH2:50][O:49][CH2:48][CH2:47]3)=[CH2:41])[C@@H:5]1[C@@H:6]1[C@@:19]([CH3:22])([CH2:20][CH2:21]2)[C@@:18]2([CH3:23])[C@@H:9]([C@:10]3([CH3:36])[C@@H:15]([CH2:16][CH2:17]2)[C:14]([CH3:25])([CH3:24])[C:13]([C:26]2[CH:35]=[CH:34][C:29]([C:30]([O:32][CH3:33])=[O:31])=[CH:28][CH:27]=2)=[CH:12][CH2:11]3)[CH2:8][CH2:7]1)=[O:3]. The catalyst class is: 26. (10) Reactant: C[O:2][C:3](=[O:15])[C:4]([C@H:7]1[CH2:12][CH2:11][C@@H:10]([O:13][CH3:14])[CH2:9][CH2:8]1)([CH3:6])[CH3:5].[OH-].[Li+].Cl. Product: [CH3:14][O:13][C@@H:10]1[CH2:11][CH2:12][C@H:7]([C:4]([CH3:6])([CH3:5])[C:3]([OH:15])=[O:2])[CH2:8][CH2:9]1. The catalyst class is: 5.